This data is from Full USPTO retrosynthesis dataset with 1.9M reactions from patents (1976-2016). The task is: Predict the reactants needed to synthesize the given product. (1) Given the product [CH3:30][N:31]1[CH2:36][CH2:35][N:34]([C:37]2[CH:38]=[CH:39][C:40]([C:2]3[CH:3]=[N:4][N:5]4[C:10]([C:11]5[CH:12]=[C:13]([NH:17][C:18](=[O:29])[C:19]6[CH:24]=[CH:23][CH:22]=[C:21]([C:25]([F:28])([F:27])[F:26])[CH:20]=6)[CH:14]=[CH:15][CH:16]=5)=[CH:9][CH:8]=[N:7][C:6]=34)=[CH:41][CH:42]=2)[CH2:33][CH2:32]1, predict the reactants needed to synthesize it. The reactants are: Br[C:2]1[CH:3]=[N:4][N:5]2[C:10]([C:11]3[CH:12]=[C:13]([NH:17][C:18](=[O:29])[C:19]4[CH:24]=[CH:23][CH:22]=[C:21]([C:25]([F:28])([F:27])[F:26])[CH:20]=4)[CH:14]=[CH:15][CH:16]=3)=[CH:9][CH:8]=[N:7][C:6]=12.[CH3:30][N:31]1[CH2:36][CH2:35][N:34]([C:37]2[CH:42]=[CH:41][C:40](B3OC(C)(C)C(C)(C)O3)=[CH:39][CH:38]=2)[CH2:33][CH2:32]1. (2) Given the product [Cl:1][C:2]1[C:3]([F:11])=[C:4]([C:5]([F:8])=[CH:6][CH:7]=1)[CH:9]=[O:10], predict the reactants needed to synthesize it. The reactants are: [Cl:1][C:2]1[C:3]([F:11])=[C:4]([CH2:9][OH:10])[C:5]([F:8])=[CH:6][CH:7]=1.CC(OI1(OC(C)=O)(OC(C)=O)OC(=O)C2C=CC=CC1=2)=O. (3) Given the product [C:33]([NH:31][C:32]1[N:6]2[CH:7]=[C:2]([F:1])[CH:3]=[CH:4][C:5]2=[N:8][C:9]=1[C:11]1[CH:12]=[C:13]([CH:16]=[CH:17][CH:18]=1)[C:14]#[N:15])([CH3:36])([CH3:35])[CH3:34], predict the reactants needed to synthesize it. The reactants are: [F:1][C:2]1[CH:3]=[CH:4][C:5]([NH2:8])=[N:6][CH:7]=1.[CH:9]([C:11]1[CH:12]=[C:13]([CH:16]=[CH:17][CH:18]=1)[C:14]#[N:15])=O.O.C1(C)C=CC(S(O)(=O)=O)=CC=1.[N+:31]([C:33]([CH3:36])([CH3:35])[CH3:34])#[C-:32]. (4) Given the product [CH2:8]([C:7]1[CH:25]=[C:24]([C:29]([O:31][CH3:32])=[O:30])[C:23](=[O:22])[NH:5][C:6]=1[C:10]1[CH:11]=[C:12]2[C:17](=[CH:18][CH:19]=1)[N:16]([CH3:20])[CH2:15][CH2:14][CH2:13]2)[CH3:9], predict the reactants needed to synthesize it. The reactants are: CC([N:5]=[C:6]([C:10]1[CH:11]=[C:12]2[C:17](=[CH:18][CH:19]=1)[N:16]([CH3:20])[CH2:15][CH2:14][CH2:13]2)[CH2:7][CH2:8][CH3:9])(C)C.C[O:22][CH:23]=[C:24]([C:29]([O:31][CH3:32])=[O:30])[C:25](OC)=O.